Dataset: Forward reaction prediction with 1.9M reactions from USPTO patents (1976-2016). Task: Predict the product of the given reaction. (1) Given the reactants [NH:1]([C:83]([O:85][C:86]([CH3:89])([CH3:88])[CH3:87])=[O:84])[C@H:2]([C:20]([NH:22][C@H:23]([C:41]([N:43]1[CH2:82][CH2:81][CH2:80][C@H:44]1[C:45]([NH:47][C@H:48]([C:50]([NH:52][C@H:53]([C:70]([O:72]CC1C=CC=CC=1)=[O:71])[CH2:54][CH2:55][CH2:56][CH2:57][NH:58][C:59]([O:61][CH2:62][C:63]1[CH:69]=[CH:68][CH:67]=[CH:66][C:64]=1[Cl:65])=[O:60])=[O:51])[CH3:49])=[O:46])=[O:42])[CH2:24][CH2:25][CH2:26][NH:27][C:28](=[NH:40])[NH:29][S:30]([C:33]1[CH:39]=[CH:38][C:36]([CH3:37])=[CH:35][CH:34]=1)(=[O:32])=[O:31])=[O:21])[CH2:3][CH2:4][CH2:5][NH:6][C:7](=[NH:19])[NH:8][S:9]([C:12]1[CH:18]=[CH:17][C:15]([CH3:16])=[CH:14][CH:13]=1)(=[O:11])=[O:10].[OH-].[Na+].C(Cl)(Cl)Cl.CO, predict the reaction product. The product is: [NH:1]([C:83]([O:85][C:86]([CH3:87])([CH3:89])[CH3:88])=[O:84])[C@H:2]([C:20]([NH:22][C@H:23]([C:41]([N:43]1[CH2:82][CH2:81][CH2:80][C@H:44]1[C:45]([NH:47][C@H:48]([C:50]([NH:52][C@H:53]([C:70]([OH:72])=[O:71])[CH2:54][CH2:55][CH2:56][CH2:57][NH:58][C:59]([O:61][CH2:62][C:63]1[CH:69]=[CH:68][CH:67]=[CH:66][C:64]=1[Cl:65])=[O:60])=[O:51])[CH3:49])=[O:46])=[O:42])[CH2:24][CH2:25][CH2:26][NH:27][C:28](=[NH:40])[NH:29][S:30]([C:33]1[CH:34]=[CH:35][C:36]([CH3:37])=[CH:38][CH:39]=1)(=[O:32])=[O:31])=[O:21])[CH2:3][CH2:4][CH2:5][NH:6][C:7](=[NH:19])[NH:8][S:9]([C:12]1[CH:13]=[CH:14][C:15]([CH3:16])=[CH:17][CH:18]=1)(=[O:10])=[O:11]. (2) The product is: [CH:24]1([C:30]([OH:32])=[O:31])[CH2:29][CH2:28][CH2:27][CH2:26][CH2:25]1. Given the reactants C1(C(C2CCCCC2)=O)C=CC=CC=1.C=CC=C.C(O)(=O)C=C.[CH:24]1([C:30]([OH:32])=[O:31])[CH2:29][CH2:28][CH:27]=[CH:26][CH2:25]1, predict the reaction product.